This data is from TCR-epitope binding with 47,182 pairs between 192 epitopes and 23,139 TCRs. The task is: Binary Classification. Given a T-cell receptor sequence (or CDR3 region) and an epitope sequence, predict whether binding occurs between them. (1) The epitope is PKYVKQNTLKLAT. The TCR CDR3 sequence is CASREGGGNSYNEQFF. Result: 1 (the TCR binds to the epitope). (2) The epitope is AVFDRKSDAK. The TCR CDR3 sequence is CASSIFSGSSSYEQYF. Result: 0 (the TCR does not bind to the epitope). (3) The epitope is MPASWVMRI. The TCR CDR3 sequence is CATSDFIENIQYF. Result: 0 (the TCR does not bind to the epitope). (4) The epitope is FLNRFTTTL. The TCR CDR3 sequence is CASSQETGASTEAFF. Result: 1 (the TCR binds to the epitope).